Dataset: Full USPTO retrosynthesis dataset with 1.9M reactions from patents (1976-2016). Task: Predict the reactants needed to synthesize the given product. (1) Given the product [C:9]([C:8]1[CH:7]=[C:6]([CH:13]=[CH:12][CH:11]=1)[C:5](=[N:1][OH:2])[NH2:14])#[N:10], predict the reactants needed to synthesize it. The reactants are: [NH2:1][OH:2].[OH-].[Na+].[C:5](#[N:14])[C:6]1[CH:13]=[CH:12][CH:11]=[C:8]([C:9]#[N:10])[CH:7]=1. (2) Given the product [CH3:14][C:11]([CH:12]([OH:13])[CH2:3][CH2:4][CH2:5][CH2:6][CH2:7][CH2:8][CH3:9])=[CH2:10], predict the reactants needed to synthesize it. The reactants are: [Mg].Br[CH2:3][CH2:4][CH2:5][CH2:6][CH2:7][CH2:8][CH3:9].[CH3:10][C:11](=[CH2:14])[CH:12]=[O:13].Cl. (3) Given the product [Cl:1][C:2]1[CH:7]=[CH:6][C:5]([C@@H:8]2[CH2:9][O:11]2)=[CH:4][C:3]=1[NH:19][S:20]([CH3:23])(=[O:22])=[O:21], predict the reactants needed to synthesize it. The reactants are: [Cl:1][C:2]1[CH:7]=[CH:6][C:5]([C@@H:8]([O:11][Si](CC)(CC)CC)[CH2:9]I)=[CH:4][C:3]=1[NH:19][S:20]([CH3:23])(=[O:22])=[O:21].CCCC[N+](CCCC)(CCCC)CCCC.[F-].C1COCC1.C(OCC)(=O)C. (4) Given the product [CH2:1]([O:8][C:9]1[CH:14]=[CH:13][C:12]([CH2:15][C@H:16]([N:19]([CH3:20])[CH2:29][C:30]([O:32][C:33]([CH3:36])([CH3:35])[CH3:34])=[O:31])[CH2:17][OH:18])=[CH:11][CH:10]=1)[C:2]1[CH:3]=[CH:4][CH:5]=[CH:6][CH:7]=1, predict the reactants needed to synthesize it. The reactants are: [CH2:1]([O:8][C:9]1[CH:14]=[CH:13][C:12]([CH2:15][C@H:16]([NH:19][CH3:20])[CH2:17][OH:18])=[CH:11][CH:10]=1)[C:2]1[CH:7]=[CH:6][CH:5]=[CH:4][CH:3]=1.CCN(CC)CC.Br[CH2:29][C:30]([O:32][C:33]([CH3:36])([CH3:35])[CH3:34])=[O:31]. (5) Given the product [Cl:33][CH2:32][CH2:31][C:30]1[O:27][C:3]2[CH:4]=[C:5]([C:8]3[C:16]4[C:11](=[CH:12][C:13]([F:17])=[CH:14][CH:15]=4)[N:10]([S:18]([C:21]4[CH:26]=[CH:25][CH:24]=[CH:23][CH:22]=4)(=[O:20])=[O:19])[CH:9]=3)[CH:6]=[CH:7][C:2]=2[N:1]=1, predict the reactants needed to synthesize it. The reactants are: [NH2:1][C:2]1[CH:7]=[CH:6][C:5]([C:8]2[C:16]3[C:11](=[CH:12][C:13]([F:17])=[CH:14][CH:15]=3)[N:10]([S:18]([C:21]3[CH:26]=[CH:25][CH:24]=[CH:23][CH:22]=3)(=[O:20])=[O:19])[CH:9]=2)=[CH:4][C:3]=1[OH:27].CO[C:30](=N)[CH2:31][CH2:32][Cl:33]. (6) Given the product [CH3:23][C:15]1[CH:14]=[C:13]([NH:12][C@@H:7]([C:8]([CH3:11])([CH3:10])[CH3:9])[C:6]([OH:24])=[O:5])[CH:18]=[C:17]([C:19]([F:22])([F:21])[F:20])[CH:16]=1, predict the reactants needed to synthesize it. The reactants are: C([O:5][C:6](=[O:24])[C@@H:7]([NH:12][C:13]1[CH:18]=[C:17]([C:19]([F:22])([F:21])[F:20])[CH:16]=[C:15]([CH3:23])[CH:14]=1)[C:8]([CH3:11])([CH3:10])[CH3:9])(C)(C)C. (7) Given the product [Cl:36][C:7]1[C:8](=[O:23])[N:9]([C:13]2[CH:14]=[C:15]([CH:19]=[CH:20][C:21]=2[CH3:22])[C:16]([OH:18])=[O:17])[C:10]([CH3:12])=[CH:11][C:6]=1[O:5][CH2:4][C:3]1[CH:24]=[CH:25][C:26]([F:28])=[CH:27][C:2]=1[F:1], predict the reactants needed to synthesize it. The reactants are: [F:1][C:2]1[CH:27]=[C:26]([F:28])[CH:25]=[CH:24][C:3]=1[CH2:4][O:5][C:6]1[CH:11]=[C:10]([CH3:12])[N:9]([C:13]2[CH:14]=[C:15]([CH:19]=[CH:20][C:21]=2[CH3:22])[C:16]([OH:18])=[O:17])[C:8](=[O:23])[CH:7]=1.C1C(=O)N([Cl:36])C(=O)C1. (8) Given the product [CH3:8][C:6]1[CH:5]=[C:4]([C:9]2[CH:17]=[CH:16][CH:15]=[C:14]3[C:10]=2[CH:11]=[CH:12][CH:13]3[C:26]2([CH:13]3[C:14]4[C:10](=[C:9]([C:4]5[CH:3]=[C:2]([CH3:7])[CH:1]=[C:20]([CH3:21])[CH:5]=5)[CH:17]=[CH:16][CH:15]=4)[CH:11]=[CH:12]3)[CH2:29][CH2:28][CH2:27]2)[CH:3]=[C:2]([CH3:1])[CH:7]=1, predict the reactants needed to synthesize it. The reactants are: [CH3:1][C:2]1[CH:3]=[C:4]([C:9]2[CH:17]=[CH:16][CH:15]=[C:14]3[C:10]=2[CH:11]=[CH:12][CH2:13]3)[CH:5]=[C:6]([CH3:8])[CH:7]=1.CO[CH2:20][CH2:21]OC.[OH-].[K+].[C:26]1(=O)[CH2:29][CH2:28][CH2:27]1.